From a dataset of Reaction yield outcomes from USPTO patents with 853,638 reactions. Predict the reaction yield, written as a fraction of the theoretical maximum amount of product (1.0 means a 100% yield; for example, 0.34 means a 34% yield). (1) The reactants are [Br:1][C:2]1[CH:3]=[CH:4][C:5]2[C:11]3[S:12][C:13]([C:15]([N:17]([C:19]4[CH:20]=[C:21]([CH:25]=[CH:26][C:27]=4[Cl:28])[C:22](O)=[O:23])[CH3:18])=[O:16])=[CH:14][C:10]=3[CH2:9][CH2:8][O:7][C:6]=2[CH:29]=1.CCN=C=NCCCN(C)C.C1C=CC2N(O)N=NC=2C=1.CCN(C(C)C)C(C)C.[NH2:60][CH2:61][C@@H:62]([OH:64])[CH3:63]. The catalyst is C1COCC1.O. The product is [Br:1][C:2]1[CH:3]=[CH:4][C:5]2[C:11]3[S:12][C:13]([C:15]([N:17]([C:19]4[CH:20]=[C:21]([C:22](=[O:23])[NH:60][CH2:61][C@@H:62]([OH:64])[CH3:63])[CH:25]=[CH:26][C:27]=4[Cl:28])[CH3:18])=[O:16])=[CH:14][C:10]=3[CH2:9][CH2:8][O:7][C:6]=2[CH:29]=1. The yield is 0.720. (2) The reactants are Cl[C:2]1[CH:9]=[CH:8][C:5]([C:6]#[N:7])=[C:4](OC2C=CC=C(C=O)C=2OCCO)[CH:3]=1.CN.C([BH3-])#N.[Na+].[C:29]([OH:36])(=[O:35])/[CH:30]=[CH:31]/[C:32]([OH:34])=[O:33]. The catalyst is C(O)(=O)C.CO. The product is [C:29]([OH:36])(=[O:35])/[CH:30]=[CH:31]/[C:32]([OH:34])=[O:33].[C:6](#[N:7])[C:5]1[CH:8]=[CH:9][CH:2]=[CH:3][CH:4]=1. The yield is 0.610. (3) The reactants are Br[C:2]1[CH:8]=[C:7]([N+:9]([O-:11])=[O:10])[CH:6]=[CH:5][C:3]=1[NH2:4].[CH2:12]1[CH2:14][CH2:13]1.[CH2:15](N(CC)CC)[CH3:16]. The catalyst is [Cu]I. The product is [CH:12]1([C:15]#[C:16][C:2]2[CH:8]=[C:7]([N+:9]([O-:11])=[O:10])[CH:6]=[CH:5][C:3]=2[NH2:4])[CH2:14][CH2:13]1. The yield is 0.230. (4) The product is [Cl:22][CH2:21][CH2:20][CH2:19][CH2:18][N:11]1[CH:12]=[CH:13][C:8]([C:6]2[CH:5]=[CH:4][CH:3]=[C:2]([CH3:1])[N:7]=2)=[N:9][C:10]1=[O:14]. The catalyst is CN(C=O)C. The yield is 0.580. The reactants are [CH3:1][C:2]1[N:7]=[C:6]([C:8]2[CH:13]=[CH:12][NH:11][C:10](=[O:14])[N:9]=2)[CH:5]=[CH:4][CH:3]=1.[H-].[Na+].Br[CH2:18][CH2:19][CH2:20][CH2:21][Cl:22].O. (5) The reactants are [CH2:1]([O:3][C:4](=[O:18])[C:5]1[CH:10]=[CH:9][CH:8]=[C:7]([O:11][CH2:12][CH:13]2[O:17][CH2:16][CH2:15][O:14]2)[CH:6]=1)[CH3:2].[N:19]([Si](C)(C)C)=[N+:20]=[N-:21].[Sn](Cl)(Cl)(Cl)Cl. The catalyst is CO. The product is [CH2:1]([O:3][C:4](=[O:18])[C:5]1[CH:10]=[CH:9][CH:8]=[C:7]([O:11][CH2:12][CH:13]([N:19]=[N+:20]=[N-:21])[O:14][CH2:15][CH2:16][OH:17])[CH:6]=1)[CH3:2]. The yield is 0.590. (6) The reactants are [CH2:1]([N:8]([CH2:29][C:30]1[CH:35]=[CH:34][CH:33]=[CH:32][CH:31]=1)[CH:9]([C:13]1([O:19][C:20]2[CH:25]=[CH:24][CH:23]=[CH:22][C:21]=2[N+:26]([O-])=O)[CH2:18][CH2:17][CH2:16][CH2:15][CH2:14]1)[C:10]([OH:12])=[O:11])[C:2]1[CH:7]=[CH:6][CH:5]=[CH:4][CH:3]=1.[NH4+].[Cl-]. The catalyst is [Zn].CO. The product is [NH2:26][C:21]1[CH:22]=[CH:23][CH:24]=[CH:25][C:20]=1[O:19][C:13]1([CH:9]([N:8]([CH2:29][C:30]2[CH:35]=[CH:34][CH:33]=[CH:32][CH:31]=2)[CH2:1][C:2]2[CH:3]=[CH:4][CH:5]=[CH:6][CH:7]=2)[C:10]([OH:12])=[O:11])[CH2:18][CH2:17][CH2:16][CH2:15][CH2:14]1. The yield is 0.850. (7) The reactants are [C:1]([O:5][C:6]([N:8]1[CH2:13][CH2:12][N:11](C2C(=O)N(CC(C)C)N=C(C3C=CC(C)=C(F)C=3)C=2C)[CH2:10][CH2:9]1)=[O:7])([CH3:4])([CH3:3])[CH3:2].[Cl:34][C:35]1[CH:64]=[CH:63][C:38]([CH:39]=[CH:40][CH2:41][N:42]2[C:47](=[O:48])[C:46](COS(C)(=O)=O)=[CH:45][C:44]([C:55]3[CH:60]=[CH:59][C:58]([F:61])=[C:57]([CH3:62])[CH:56]=3)=[N:43]2)=[CH:37][CH:36]=1.N1(C(OC(C)(C)C)=O)CCNC[CH2:66]1. No catalyst specified. The yield is 0.879. The product is [C:1]([O:5][C:6]([N:8]1[CH2:13][CH2:12][N:11]([C:46]2[C:47](=[O:48])[N:42]([CH2:41][CH:40]=[CH:39][C:38]3[CH:37]=[CH:36][C:35]([Cl:34])=[CH:64][CH:63]=3)[N:43]=[C:44]([C:55]3[CH:60]=[CH:59][C:58]([F:61])=[C:57]([CH3:62])[CH:56]=3)[C:45]=2[CH3:66])[CH2:10][CH2:9]1)=[O:7])([CH3:4])([CH3:2])[CH3:3]. (8) The reactants are [H-].[Na+].[OH:3][C:4]1[CH:9]=[CH:8][C:7]([N+:10]([O-:12])=[O:11])=[CH:6][C:5]=1[NH:13][C:14](=[O:18])[CH2:15][CH2:16][CH3:17].[F:19][C:20]([F:33])([F:32])[S:21](O[S:21]([C:20]([F:33])([F:32])[F:19])(=[O:23])=[O:22])(=[O:23])=[O:22].O. The catalyst is C(#N)C. The product is [F:19][C:20]([F:33])([F:32])[S:21]([O:3][C:4]1[CH:9]=[CH:8][C:7]([N+:10]([O-:12])=[O:11])=[CH:6][C:5]=1[NH:13][C:14](=[O:18])[CH2:15][CH2:16][CH3:17])(=[O:23])=[O:22]. The yield is 0.540. (9) The reactants are [CH2:1]([C:3]1[S:37][C:6]2[N:7]([CH2:22][C:23]3[CH:28]=[CH:27][C:26]([C:29]4[C:30]([C:35]#[N:36])=[CH:31][CH:32]=[CH:33][CH:34]=4)=[CH:25][CH:24]=3)[C:8](=[O:21])[N:9]([CH2:12][CH2:13][N:14]3[CH:18]=[CH:17][N:16]=[C:15]3[CH2:19][OH:20])[C:10](=[O:11])[C:5]=2[CH:4]=1)[CH3:2].[C:38]([Si:42](Cl)([CH3:44])[CH3:43])([CH3:41])([CH3:40])[CH3:39].C(N(CC)CC)C. The catalyst is C(Cl)Cl. The product is [Si:42]([O:20][CH2:19][C:15]1[N:14]([CH2:13][CH2:12][N:9]2[C:10](=[O:11])[C:5]3[CH:4]=[C:3]([CH2:1][CH3:2])[S:37][C:6]=3[N:7]([CH2:22][C:23]3[CH:28]=[CH:27][C:26]([C:29]4[C:30]([C:35]#[N:36])=[CH:31][CH:32]=[CH:33][CH:34]=4)=[CH:25][CH:24]=3)[C:8]2=[O:21])[CH:18]=[CH:17][N:16]=1)([C:38]([CH3:41])([CH3:40])[CH3:39])([CH3:44])[CH3:43]. The yield is 0.990. (10) The reactants are [CH2:1]([O:8][C:9]1[CH:14]=[C:13]([O:15][CH2:16][C:17]2[CH:22]=[CH:21][CH:20]=[CH:19][CH:18]=2)[C:12]([CH:23]([CH3:25])[CH3:24])=[CH:11][C:10]=1[C:26]1[O:30][N:29]=[C:28]([C:31](=[O:35])[NH:32][CH2:33][CH3:34])[C:27]=1[C:36]1[O:40][N:39]=[C:38]([C:41]([O:43]CC)=O)[CH:37]=1)[C:2]1[CH:7]=[CH:6][CH:5]=[CH:4][CH:3]=1.[CH3:46][NH2:47]. No catalyst specified. The product is [CH2:1]([O:8][C:9]1[CH:14]=[C:13]([O:15][CH2:16][C:17]2[CH:22]=[CH:21][CH:20]=[CH:19][CH:18]=2)[C:12]([CH:23]([CH3:24])[CH3:25])=[CH:11][C:10]=1[C:26]1[O:30][N:29]=[C:28]([C:31]([NH:32][CH2:33][CH3:34])=[O:35])[C:27]=1[C:36]1[O:40][N:39]=[C:38]([C:41]([NH:47][CH3:46])=[O:43])[CH:37]=1)[C:2]1[CH:7]=[CH:6][CH:5]=[CH:4][CH:3]=1. The yield is 0.900.